Dataset: Reaction yield outcomes from USPTO patents with 853,638 reactions. Task: Predict the reaction yield, written as a fraction of the theoretical maximum amount of product (1.0 means a 100% yield; for example, 0.34 means a 34% yield). (1) The product is [CH3:1][O:2][C:3]1[CH:8]=[C:7]([O:9][CH3:10])[CH:6]=[CH:5][C:4]=1[C:11](=[O:23])[C:12]([C:13]1[CH:18]=[CH:17][C:16]([O:19][CH3:20])=[C:15]([O:21][CH3:22])[CH:14]=1)=[CH2:27]. The reactants are [CH3:1][O:2][C:3]1[CH:8]=[C:7]([O:9][CH3:10])[CH:6]=[CH:5][C:4]=1[C:11](=[O:23])[CH2:12][C:13]1[CH:18]=[CH:17][C:16]([O:19][CH3:20])=[C:15]([O:21][CH3:22])[CH:14]=1.C=O.Cl.[CH3:27]NC.C(=O)([O-])[O-].[Na+].[Na+]. The catalyst is O1CCCC1. The yield is 0.510. (2) The reactants are [Br:1][C:2]1[CH:3]=[C:4]([NH:10][C:11]2[N:12]=[CH:13][N:14]([CH:16]3[CH2:21][CH2:20][NH:19][CH2:18][CH2:17]3)[CH:15]=2)[C:5](=[O:9])[N:6]([CH3:8])[CH:7]=1.[BH3-]C#N.[Na+].[O:26]1[CH2:29][C:28](=O)[CH2:27]1. The catalyst is [Cl-].[Zn+2].[Cl-].CO. The product is [Br:1][C:2]1[CH:3]=[C:4]([NH:10][C:11]2[N:12]=[CH:13][N:14]([CH:16]3[CH2:21][CH2:20][N:19]([CH:28]4[CH2:29][O:26][CH2:27]4)[CH2:18][CH2:17]3)[CH:15]=2)[C:5](=[O:9])[N:6]([CH3:8])[CH:7]=1. The yield is 0.620. (3) The reactants are [Si:1]([O:8][CH2:9][C:10]1[CH:15]=[C:14]([C:16]([F:19])([F:18])[F:17])[CH:13]=[CH:12][C:11]=1[C:20]1([OH:33])[CH2:25][CH2:24][N:23]([C:26]([O:28][C:29]([CH3:32])([CH3:31])[CH3:30])=[O:27])[CH2:22][CH2:21]1)([C:4]([CH3:7])([CH3:6])[CH3:5])([CH3:3])[CH3:2].[H-].[Na+].I[CH3:37]. The catalyst is O1CCCC1. The product is [Si:1]([O:8][CH2:9][C:10]1[CH:15]=[C:14]([C:16]([F:17])([F:18])[F:19])[CH:13]=[CH:12][C:11]=1[C:20]1([O:33][CH3:37])[CH2:21][CH2:22][N:23]([C:26]([O:28][C:29]([CH3:32])([CH3:31])[CH3:30])=[O:27])[CH2:24][CH2:25]1)([C:4]([CH3:7])([CH3:6])[CH3:5])([CH3:3])[CH3:2]. The yield is 0.998. (4) The reactants are [CH3:1][O:2][C:3]1[CH:4]=[CH:5][C:6]2[O:10][C:9]([CH:11]([NH:18][C:19]3[CH:28]=[CH:27][C:22]([C:23]([O:25]C)=[O:24])=[CH:21][CH:20]=3)[C:12]3[CH:17]=[CH:16][CH:15]=[CH:14][CH:13]=3)=[C:8]([CH3:29])[C:7]=2[CH:30]=1.O1CCCC1.[OH-].[Na+]. The catalyst is C(O)C. The product is [CH3:1][O:2][C:3]1[CH:4]=[CH:5][C:6]2[O:10][C:9]([CH:11]([NH:18][C:19]3[CH:20]=[CH:21][C:22]([C:23]([OH:25])=[O:24])=[CH:27][CH:28]=3)[C:12]3[CH:13]=[CH:14][CH:15]=[CH:16][CH:17]=3)=[C:8]([CH3:29])[C:7]=2[CH:30]=1. The yield is 0.480.